Dataset: Full USPTO retrosynthesis dataset with 1.9M reactions from patents (1976-2016). Task: Predict the reactants needed to synthesize the given product. (1) The reactants are: [NH2:1][C:2]1[C:3]([CH3:13])=[C:4]([CH:9]=[C:10](Br)[CH:11]=1)[C:5]([O:7][CH3:8])=[O:6].[CH3:14][N:15](C)C=O. Given the product [NH2:1][C:2]1[C:3]([CH3:13])=[C:4]([CH:9]=[C:10]([C:14]#[N:15])[CH:11]=1)[C:5]([O:7][CH3:8])=[O:6], predict the reactants needed to synthesize it. (2) Given the product [C:1]([O:5][C:6]([N:8]1[CH2:13][CH2:12][C@H:11]([NH:14][C:35]([C:29]2[NH:30][C:31]([CH3:34])=[C:32]([Cl:33])[C:28]=2[Cl:27])=[O:36])[C@H:10]([N:15]=[N+:16]=[N-:17])[CH2:9]1)=[O:7])([CH3:4])([CH3:2])[CH3:3], predict the reactants needed to synthesize it. The reactants are: [C:1]([O:5][C:6]([N:8]1[CH2:13][CH2:12][C@H:11]([NH2:14])[C@H:10]([N:15]=[N+:16]=[N-:17])[CH2:9]1)=[O:7])([CH3:4])([CH3:3])[CH3:2].CCN(C(C)C)C(C)C.[Cl:27][C:28]1[C:32]([Cl:33])=[C:31]([CH3:34])[NH:30][C:29]=1[C:35](Cl)=[O:36]. (3) Given the product [Br:1][C:2]1[CH:14]=[CH:13][C:12]2[C:11]3[C:6](=[CH:7][C:8]([Br:15])=[CH:9][CH:10]=3)[C:5]([C:2]3[CH:14]=[CH:13][CH:12]=[CH:4][CH:3]=3)([C:17]3[CH:22]=[CH:21][CH:20]=[CH:19][CH:18]=3)[C:4]=2[CH:3]=1, predict the reactants needed to synthesize it. The reactants are: [Br:1][C:2]1[CH:14]=[CH:13][C:12]2[C:11]3[C:6](=[CH:7][C:8]([Br:15])=[CH:9][CH:10]=3)[C:5]([C:17]3[CH:22]=[CH:21][CH:20]=[CH:19][CH:18]=3)(O)[C:4]=2[CH:3]=1.C(=O)([O-])[O-].[Na+].[Na+]. (4) Given the product [C:11]([O-:20])(=[O:12])[CH3:13].[CH2:31]([N:28]1[C:29]([OH:30])=[C:25](/[N:24]=[C:11]2\[CH:10]=[C:9]([C:6]3[CH:7]=[CH:8][C:3]([O:2][CH3:1])=[CH:4][CH:5]=3)[N+:14]3[C:13]\2=[CH:18][CH:17]=[CH:16][CH:15]=3)[CH:26]=[N:27]1)[CH3:32], predict the reactants needed to synthesize it. The reactants are: [CH3:1][O:2][C:3]1[CH:8]=[CH:7][C:6]([CH:9]=[CH:10][C:11]([C:13]2[CH:18]=[CH:17][CH:16]=[CH:15][N:14]=2)=[O:12])=[CH:5][CH:4]=1.S(O)(O)(=O)=[O:20].[NH2:24][C:25]1[CH:26]=[N:27][N:28]([CH2:31][CH3:32])[C:29]=1[OH:30].O. (5) Given the product [Cl:1][C:2]1[CH:3]=[C:4]2[C:9](=[CH:10][CH:11]=1)[CH:8]=[C:7]([S:12]([C@@H:15]1[CH2:17][C@H:16]1[C:18]([OH:20])=[O:19])(=[O:13])=[O:14])[CH:6]=[CH:5]2, predict the reactants needed to synthesize it. The reactants are: [Cl:1][C:2]1[CH:3]=[C:4]2[C:9](=[CH:10][CH:11]=1)[CH:8]=[C:7]([S:12]([CH:15]1[CH2:17][CH:16]1[C:18]([O:20]C(C)(C)C)=[O:19])(=[O:14])=[O:13])[CH:6]=[CH:5]2. (6) The reactants are: ClC1C=C(C=CC=1)C(OO)=[O:6].[C:12]([C:16]([NH:18][C:19]1[CH:31]=[CH:30][C:22]2[S:23][C:24]3[CH:29]=[CH:28][CH:27]=[CH:26][C:25]=3[C:21]=2[CH:20]=1)=[O:17])([CH3:15])([CH3:14])[CH3:13].C(Cl)Cl. Given the product [O:6]=[S:23]1[C:24]2[CH:29]=[CH:28][CH:27]=[CH:26][C:25]=2[C:21]2[CH:20]=[C:19]([NH:18][C:16]([C:12]([CH3:15])([CH3:13])[CH3:14])=[O:17])[CH:31]=[CH:30][C:22]1=2, predict the reactants needed to synthesize it. (7) Given the product [OH:17][CH2:16][C:11]1[CH:12]=[CH:13][CH:14]=[C:15]2[C:10]=1[CH:9]=[CH:8][NH:7]2, predict the reactants needed to synthesize it. The reactants are: [H-].[Al+3].[Li+].[H-].[H-].[H-].[NH:7]1[C:15]2[CH:14]=[CH:13][CH:12]=[C:11]([C:16](OC)=[O:17])[C:10]=2[CH:9]=[CH:8]1. (8) The reactants are: C1(S([N:10]2[C:14]3=[N:15][CH:16]=[C:17]([Cl:19])[CH:18]=[C:13]3[C:12]([CH2:20][C:21]3[S:25][C:24]([NH:26][CH2:27][C:28]4[CH:29]=[N:30][C:31]([O:34][CH3:35])=[CH:32][CH:33]=4)=[N:23][C:22]=3[Cl:36])=[CH:11]2)(=O)=O)C=CC=CC=1.CO.[OH-].[K+]. Given the product [Cl:36][C:22]1[N:23]=[C:24]([NH:26][CH2:27][C:28]2[CH:29]=[N:30][C:31]([O:34][CH3:35])=[CH:32][CH:33]=2)[S:25][C:21]=1[CH2:20][C:12]1[C:13]2[C:14](=[N:15][CH:16]=[C:17]([Cl:19])[CH:18]=2)[NH:10][CH:11]=1, predict the reactants needed to synthesize it. (9) The reactants are: [CH3:1][O:2][C:3]1[CH:8]=[CH:7][CH:6]=[CH:5][C:4]=1[CH:9](C1C2C=CC=C(N)C=2C=CC=1)[C:10]1([C:13]([F:16])([F:15])[F:14])[CH2:12][O:11]1.[Cl-].[NH4+:29].[CH2:30]1[CH2:34]O[CH2:32][CH2:31]1. Given the product [CH3:1][O:2][C:3]1[CH:8]=[CH:7][CH:6]=[CH:5][C:4]=1[CH:9]([C:30]1[CH:34]=[CH:6][C:5]2[C:32](=[CH:7][CH:8]=[CH:3][CH:4]=2)[C:31]=1[NH2:29])[C:10]1([C:13]([F:16])([F:14])[F:15])[CH2:12][O:11]1, predict the reactants needed to synthesize it.